Dataset: Catalyst prediction with 721,799 reactions and 888 catalyst types from USPTO. Task: Predict which catalyst facilitates the given reaction. Reactant: [Cl:1][C:2]1[CH:14]=[CH:13][C:5]([O:6][C:7]([CH3:12])([CH3:11])[C:8](O)=[O:9])=[C:4]([F:15])[CH:3]=1.Cl.C([N:19]=C=NCCCN(C)C)C.[OH-].[NH4+]. Product: [Cl:1][C:2]1[CH:14]=[CH:13][C:5]([O:6][C:7]([CH3:12])([CH3:11])[C:8]([NH2:19])=[O:9])=[C:4]([F:15])[CH:3]=1. The catalyst class is: 4.